This data is from Reaction yield outcomes from USPTO patents with 853,638 reactions. The task is: Predict the reaction yield, written as a fraction of the theoretical maximum amount of product (1.0 means a 100% yield; for example, 0.34 means a 34% yield). (1) The reactants are [Cl:1][C:2]1[C:10]([C:11]2([C:14]#[N:15])[CH2:13][CH2:12]2)=[CH:9][CH:8]=[CH:7][C:3]=1[C:4]([OH:6])=O.C(Cl)(=O)C(Cl)=O.CN(C)C=O.[NH2:27][C:28]1[C:29]([F:53])=[CH:30][C:31]([Cl:52])=[C:32]([CH:51]=1)[O:33][C:34]1[CH:48]=[CH:47][C:37]2[N:38]=[C:39]([NH:41][C:42]([CH:44]3[CH2:46][CH2:45]3)=[O:43])[S:40][C:36]=2[C:35]=1[C:49]#[N:50]. The catalyst is O1CCCC1.C(OCC)(=O)C. The product is [Cl:1][C:2]1[C:10]([C:11]2([C:14]#[N:15])[CH2:13][CH2:12]2)=[CH:9][CH:8]=[CH:7][C:3]=1[C:4]([NH:27][C:28]1[CH:51]=[C:32]([O:33][C:34]2[CH:48]=[CH:47][C:37]3[N:38]=[C:39]([NH:41][C:42]([CH:44]4[CH2:46][CH2:45]4)=[O:43])[S:40][C:36]=3[C:35]=2[C:49]#[N:50])[C:31]([Cl:52])=[CH:30][C:29]=1[F:53])=[O:6]. The yield is 0.570. (2) The reactants are F[C:2]1[CH:7]=[CH:6][C:5]([NH:8][C:9](=[O:34])[NH:10][C:11]2[CH:16]=[CH:15][C:14]([C:17]3[CH:25]=[C:24]4[C:20]([CH2:21][N:22]([C@@H:27]([CH:31]([CH3:33])[CH3:32])[C:28]([OH:30])=[O:29])[C:23]4=[O:26])=[CH:19][CH:18]=3)=[CH:13][CH:12]=2)=[CH:4][CH:3]=1.FC1C=C(NC(=O)NC2C=CC(C3C=C4C(CN([C@@H](C(C)C)C(O)=O)C4=O)=CC=3)=CC=2)C=CC=1. No catalyst specified. The product is [CH3:32][CH:31]([CH3:33])[C@H:27]([N:22]1[CH2:21][C:20]2[C:24](=[CH:25][C:17]([C:14]3[CH:15]=[CH:16][C:11]([NH:10][C:9]([NH:8][C:5]4[CH:6]=[CH:7][CH:2]=[CH:3][CH:4]=4)=[O:34])=[CH:12][CH:13]=3)=[CH:18][CH:19]=2)[C:23]1=[O:26])[C:28]([OH:30])=[O:29]. The yield is 0.880.